This data is from Full USPTO retrosynthesis dataset with 1.9M reactions from patents (1976-2016). The task is: Predict the reactants needed to synthesize the given product. (1) Given the product [C:13]([CH2:15][CH2:16][C:17]1[C:21]([CH3:22])=[C:20]([CH:3]=[O:4])[NH:19][CH:18]=1)([OH:12])=[O:14], predict the reactants needed to synthesize it. The reactants are: CN(C)[CH:3]=[O:4].P(Cl)(Cl)(Cl)=O.C[O:12][C:13]([CH2:15][CH2:16][C:17]1[C:21]([CH3:22])=[CH:20][NH:19][CH:18]=1)=[O:14]. (2) The reactants are: [CH2:1]([O:8][C:9]1[C:14]([OH:15])=[CH:13][CH:12]=[C:11](Cl)[C:10]=1[C:17]1[CH:22]=[CH:21][CH:20]=[CH:19][C:18]=1[Cl:23])[C:2]1[CH:7]=[CH:6][CH:5]=[CH:4][CH:3]=1.C(OC1C(C=O)=CC=C([F:40])C=1C1C=CC=CC=1Cl)C1C=CC=CC=1. Given the product [CH2:1]([O:8][C:9]1[C:14]([OH:15])=[CH:13][CH:12]=[C:11]([F:40])[C:10]=1[C:17]1[CH:22]=[CH:21][CH:20]=[CH:19][C:18]=1[Cl:23])[C:2]1[CH:7]=[CH:6][CH:5]=[CH:4][CH:3]=1, predict the reactants needed to synthesize it. (3) Given the product [Cl:1][C:2]1[CH:7]=[C:6]([NH:8][C:9]2[CH:14]=[CH:13][CH:12]=[CH:11][C:10]=2[O:39][CH3:38])[CH:5]=[CH:4][C:3]=1[C:19]([C:21]1[CH:26]=[C:25]([N+:27]([O-:29])=[O:28])[CH:24]=[CH:23][C:22]=1[CH3:30])=[O:20], predict the reactants needed to synthesize it. The reactants are: [Cl:1][C:2]1[CH:7]=[C:6]([NH:8][C:9]2[CH:14]=[CH:13][C:12](C(F)(F)F)=[CH:11][CH:10]=2)[CH:5]=[CH:4][C:3]=1[C:19]([C:21]1[CH:26]=[C:25]([N+:27]([O-:29])=[O:28])[CH:24]=[CH:23][C:22]=1[CH3:30])=[O:20].BrC1C=CC([C:38](C2C=C([N+]([O-])=O)C=CC=2C)=[O:39])=C(Cl)C=1.COC1C=CC=CC=1N. (4) Given the product [CH2:18]([N:1]([CH2:2][C@H:3]1[CH2:4][CH2:5][C@H:6]([C:9]([OH:11])=[O:10])[CH2:7][CH2:8]1)[CH2:2][C:3]1[CH:8]=[CH:7][CH:6]=[CH:5][CH:4]=1)[C:19]1[CH:24]=[CH:23][CH:22]=[CH:21][CH:20]=1, predict the reactants needed to synthesize it. The reactants are: [NH2:1][CH2:2][C@H:3]1[CH2:8][CH2:7][C@H:6]([C:9]([OH:11])=[O:10])[CH2:5][CH2:4]1.C([O-])([O-])=O.[K+].[K+].[CH2:18](Br)[C:19]1[CH:24]=[CH:23][CH:22]=[CH:21][CH:20]=1. (5) Given the product [CH:15]1([N:19]2[CH2:25][CH2:24][CH2:23][N:22]([C:10]([C@@H:8]3[CH2:9][C@H:7]3[C:1]3[CH:6]=[CH:5][CH:4]=[CH:3][CH:2]=3)=[O:11])[CH2:21][CH2:20]2)[CH2:18][CH2:17][CH2:16]1, predict the reactants needed to synthesize it. The reactants are: [C:1]1([C@@H:7]2[CH2:9][C@H:8]2[C:10](Cl)=[O:11])[CH:6]=[CH:5][CH:4]=[CH:3][CH:2]=1.Cl.Cl.[CH:15]1([N:19]2[CH2:25][CH2:24][CH2:23][NH:22][CH2:21][CH2:20]2)[CH2:18][CH2:17][CH2:16]1. (6) Given the product [CH3:19][O:18][CH2:17][CH2:16][NH:15][C:13](=[O:14])[C:11]([NH:12][C:8]1[C:7]2[C:2](=[C:3]3[CH:22]=[CH:21][NH:20][C:4]3=[N:5][CH:6]=2)[N:31]([C@H:26]2[CH2:27][CH2:28][CH2:29][CH2:30][C@H:25]2[CH3:24])[N:9]=1)=[O:10], predict the reactants needed to synthesize it. The reactants are: Cl[C:2]1[C:7]([C:8]2[N:12]=[C:11]([C:13]([NH:15][CH2:16][CH2:17][O:18][CH3:19])=[O:14])[O:10][N:9]=2)=[CH:6][N:5]=[C:4]2[NH:20][CH:21]=[CH:22][C:3]=12.Cl.[CH3:24][C@@H:25]1[CH2:30][CH2:29][CH2:28][CH2:27][C@@H:26]1[NH2:31].CCN(C(C)C)C(C)C. (7) Given the product [CH3:4][C:3]1([CH3:5])[O:6][C@H:25]2[CH2:26][O:22][CH:21]([OH:20])[C@H:23]([OH:16])[C@H:24]2[O:2]1, predict the reactants needed to synthesize it. The reactants are: C[O:2][C:3]([O:6]C)([CH3:5])[CH3:4].O.C1(C)C(S(O)(=O)=[O:16])=CC=CC=1.[OH:20][C:21]([CH2:23][CH2:24][CH2:25][CH2:26][C@H]1[C@@H]2[C@@H](NC(N2)=O)CS1)=[O:22]. (8) Given the product [CH3:20][O:19][C:11]1[CH:10]=[C:9]([CH:5]([O:4][C:1](=[O:3])[CH3:2])[C:6]([N:40]([CH3:41])[CH2:39][C:38]2[CH:42]=[CH:43][CH:44]=[C:45]([O:46][CH3:47])[C:37]=2[O:36][CH:33]([CH3:34])[CH3:35])=[O:8])[CH:14]=[C:13]([O:15][CH3:16])[C:12]=1[O:17][CH3:18], predict the reactants needed to synthesize it. The reactants are: [C:1]([O:4][CH:5]([C:9]1[CH:14]=[C:13]([O:15][CH3:16])[C:12]([O:17][CH3:18])=[C:11]([O:19][CH3:20])[CH:10]=1)[C:6]([OH:8])=O)(=[O:3])[CH3:2].C(N1C=CN=C1)(N1C=CN=C1)=O.[CH:33]([O:36][C:37]1[C:45]([O:46][CH3:47])=[CH:44][CH:43]=[CH:42][C:38]=1[CH2:39][NH:40][CH3:41])([CH3:35])[CH3:34]. (9) The reactants are: [C:1]([N:8]1[CH2:13][CH2:12][NH:11][CH2:10][CH2:9]1)([O:3][C:4]([CH3:7])([CH3:6])[CH3:5])=[O:2].[OH-].[Na+].[Br:16][C:17]1[CH:25]=[CH:24][C:20]([C:21](Cl)=[O:22])=[CH:19][CH:18]=1. Given the product [Br:16][C:17]1[CH:25]=[CH:24][C:20]([C:21]([N:11]2[CH2:10][CH2:9][N:8]([C:1]([O:3][C:4]([CH3:7])([CH3:6])[CH3:5])=[O:2])[CH2:13][CH2:12]2)=[O:22])=[CH:19][CH:18]=1, predict the reactants needed to synthesize it.